Dataset: Forward reaction prediction with 1.9M reactions from USPTO patents (1976-2016). Task: Predict the product of the given reaction. Given the reactants CS(O[CH2:6][C@H:7]([NH:15][C:16]([O:18][CH2:19][C:20]1[CH:25]=[CH:24][CH:23]=[CH:22][CH:21]=1)=[O:17])[C@@H:8]1[CH2:12][O:11][C:10]([CH3:14])([CH3:13])[O:9]1)(=O)=O.[CH3:26][S-:27].[Na+], predict the reaction product. The product is: [CH3:14][C:10]1([CH3:13])[O:9][C@H:8]([C@@H:7]([NH:15][C:16](=[O:17])[O:18][CH2:19][C:20]2[CH:21]=[CH:22][CH:23]=[CH:24][CH:25]=2)[CH2:6][S:27][CH3:26])[CH2:12][O:11]1.